This data is from Reaction yield outcomes from USPTO patents with 853,638 reactions. The task is: Predict the reaction yield, written as a fraction of the theoretical maximum amount of product (1.0 means a 100% yield; for example, 0.34 means a 34% yield). The reactants are [C:1]1([N:7]=[C:8]=[O:9])[CH:6]=[CH:5][CH:4]=[CH:3][CH:2]=1.[F:10][C:11]1[CH:16]=[CH:15][CH:14]=[CH:13][C:12]=1[NH:17][C:18]1[O:22][C:21]([C:23]([NH:25][C:26]2[CH:27]=[N:28][C:29]([N:32]3[CH2:37][CH2:36][NH:35][CH2:34][CH2:33]3)=[CH:30][CH:31]=2)=[O:24])=[N:20][N:19]=1. The catalyst is CN(C=O)C. The product is [F:10][C:11]1[CH:16]=[CH:15][CH:14]=[CH:13][C:12]=1[NH:17][C:18]1[O:22][C:21]([C:23]([NH:25][C:26]2[CH:31]=[CH:30][C:29]([N:32]3[CH2:37][CH2:36][N:35]([C:8]([NH:7][C:1]4[CH:6]=[CH:5][CH:4]=[CH:3][CH:2]=4)=[O:9])[CH2:34][CH2:33]3)=[N:28][CH:27]=2)=[O:24])=[N:20][N:19]=1. The yield is 0.200.